This data is from Reaction yield outcomes from USPTO patents with 853,638 reactions. The task is: Predict the reaction yield, written as a fraction of the theoretical maximum amount of product (1.0 means a 100% yield; for example, 0.34 means a 34% yield). (1) The reactants are [CH3:1][CH:2]([OH:6])[C:3]#[C:4][CH3:5].CC(C)([O-])C.[K+].Cl[C:14]1[N:15]=[CH:16][C:17]([C:20]([OH:22])=[O:21])=[N:18][CH:19]=1.Cl. The catalyst is O.CN(C=O)C. The product is [CH3:1][CH:2]([O:6][C:14]1[N:15]=[CH:16][C:17]([C:20]([OH:22])=[O:21])=[N:18][CH:19]=1)[C:3]#[C:4][CH3:5]. The yield is 0.652. (2) The reactants are [Br:1][C:2]1[CH:7]=[C:6]([CH2:8][CH3:9])[C:5]([OH:10])=[C:4]([Cl:11])[CH:3]=1.[H-].[Na+].[CH3:14][O:15][CH2:16][CH2:17][O:18][CH2:19]Cl. The catalyst is C1COCC1. The product is [Br:1][C:2]1[CH:7]=[C:6]([CH2:8][CH3:9])[C:5]([O:10][CH2:14][O:15][CH2:16][CH2:17][O:18][CH3:19])=[C:4]([Cl:11])[CH:3]=1. The yield is 0.760. (3) The reactants are [Br:1][C:2]1[CH:3]=[C:4]([C:8]2([C:16]3[CH:21]=[CH:20][CH:19]=[C:18]([OH:22])[CH:17]=3)[NH:12][C:11](=[S:13])[N:10]([CH3:14])[C:9]2=[O:15])[CH:5]=[CH:6][CH:7]=1.[CH3:23][N:24]([CH3:29])[S:25](Cl)(=[O:27])=[O:26]. No catalyst specified. The product is [CH3:23][N:24]([CH3:29])[S:25](=[O:27])(=[O:26])[O:22][C:18]1[CH:19]=[CH:20][CH:21]=[C:16]([C:8]2([C:4]3[CH:5]=[CH:6][CH:7]=[C:2]([Br:1])[CH:3]=3)[C:9](=[O:15])[N:10]([CH3:14])[C:11](=[S:13])[NH:12]2)[CH:17]=1. The yield is 0.720. (4) The reactants are [NH2:1][C:2]1([CH2:6][C:7]([O:9]CC)=O)[CH2:5][O:4][CH2:3]1.[OH-].[NH4+:13]. The catalyst is C1(C)C=CC=CC=1. The product is [NH2:1][C:2]1([CH2:6][C:7]([NH2:13])=[O:9])[CH2:5][O:4][CH2:3]1. The yield is 0.890. (5) The reactants are [CH3:1][O:2][CH2:3][C@H:4]([O:6][C:7]1[CH:16]=[C:15]2[C:10]([CH:11]=[CH:12][C:13]([CH3:17])=[N:14]2)=[CH:9][CH:8]=1)[CH3:5].[Se](=O)=[O:19]. The catalyst is O1CCOCC1.O. The product is [CH3:1][O:2][CH2:3][C@H:4]([O:6][C:7]1[CH:16]=[C:15]2[C:10]([CH:11]=[CH:12][C:13]([CH:17]=[O:19])=[N:14]2)=[CH:9][CH:8]=1)[CH3:5]. The yield is 0.460. (6) The reactants are Cl.[Cl:2][C:3]1[CH:8]=[CH:7][C:6]([NH:9][C:10]2[CH:11]=[C:12]([C:17]([NH2:19])=[NH:18])[S:13][C:14]=2[S:15][CH3:16])=[CH:5][CH:4]=1.ClC1C=CC(NC2C=C(C(OC)=S)SC=2C)=CC=1.C[Al](C)C.[NH4+].[Cl-]. No catalyst specified. The product is [Cl:2][C:3]1[CH:4]=[CH:5][C:6]([NH:9][C:10]2[CH:11]=[C:12]([C:17]([NH2:19])=[NH:18])[S:13][C:14]=2[S:15][CH3:16])=[CH:7][CH:8]=1. The yield is 1.00. (7) The reactants are [CH2:1]([O:8][C:9]1[CH:10]=[C:11]2[C:16](=[CH:17][CH:18]=1)[C:15](=[O:19])[N:14]([CH2:20][CH:21]([CH3:23])[CH3:22])[C:13]([C:24]([O:26][CH3:27])=[O:25])=[C:12]2[OH:28])[C:2]1[CH:7]=[CH:6][CH:5]=[CH:4][CH:3]=1.[H-].[Na+].C1C=CC(N([S:38]([C:41]([F:44])([F:43])[F:42])(=[O:40])=[O:39])[S:38]([C:41]([F:44])([F:43])[F:42])(=[O:40])=[O:39])=CC=1.O. The catalyst is CN(C)C=O. The product is [CH2:1]([O:8][C:9]1[CH:10]=[C:11]2[C:16](=[CH:17][CH:18]=1)[C:15](=[O:19])[N:14]([CH2:20][CH:21]([CH3:23])[CH3:22])[C:13]([C:24]([O:26][CH3:27])=[O:25])=[C:12]2[O:28][S:38]([C:41]([F:44])([F:43])[F:42])(=[O:40])=[O:39])[C:2]1[CH:7]=[CH:6][CH:5]=[CH:4][CH:3]=1. The yield is 0.100. (8) The reactants are Br[C:2]1[CH:10]=[CH:9][C:8]([C:11]([NH2:13])=[O:12])=[C:7]2[C:3]=1[CH:4]=[CH:5][N:6]2[CH2:14][O:15][CH2:16][CH2:17][Si:18]([CH3:21])([CH3:20])[CH3:19].[CH3:22][C:23]1[C:28](B2OC(C)(C)C(C)(C)O2)=[CH:27][CH:26]=[CH:25][C:24]=1[N:38]1[C:47](=[O:48])[C:46]2[C:41](=[CH:42][CH:43]=[CH:44][CH:45]=2)[N:40]=[CH:39]1.C([O-])([O-])=O.[Na+].[Na+].C1(C)C(CCO)=CC=CC=1. The catalyst is C1C=CC([P]([Pd]([P](C2C=CC=CC=2)(C2C=CC=CC=2)C2C=CC=CC=2)([P](C2C=CC=CC=2)(C2C=CC=CC=2)C2C=CC=CC=2)[P](C2C=CC=CC=2)(C2C=CC=CC=2)C2C=CC=CC=2)(C2C=CC=CC=2)C2C=CC=CC=2)=CC=1. The product is [CH3:22][C:23]1[C:24]([N:38]2[C:47](=[O:48])[C:46]3[C:41](=[CH:42][CH:43]=[CH:44][CH:45]=3)[N:40]=[CH:39]2)=[CH:25][CH:26]=[CH:27][C:28]=1[C:2]1[CH:10]=[CH:9][C:8]([C:11]([NH2:13])=[O:12])=[C:7]2[C:3]=1[CH:4]=[CH:5][N:6]2[CH2:14][O:15][CH2:16][CH2:17][Si:18]([CH3:21])([CH3:20])[CH3:19]. The yield is 0.940.